From a dataset of Full USPTO retrosynthesis dataset with 1.9M reactions from patents (1976-2016). Predict the reactants needed to synthesize the given product. Given the product [CH3:31][N:32]([CH3:37])[CH2:33][CH2:34][N:35]([CH3:36])[C:9]([C@H:6]1[CH2:5][CH2:4][C@H:3]([N:2]([CH3:1])[S:12]([C:15]2[CH:20]=[CH:19][C:18]([C:21]([F:22])([F:24])[F:23])=[CH:17][CH:16]=2)(=[O:13])=[O:14])[CH2:8][CH2:7]1)=[O:11], predict the reactants needed to synthesize it. The reactants are: [CH3:1][N:2]([S:12]([C:15]1[CH:20]=[CH:19][C:18]([C:21]([F:24])([F:23])[F:22])=[CH:17][CH:16]=1)(=[O:14])=[O:13])[C@H:3]1[CH2:8][CH2:7][C@H:6]([C:9]([OH:11])=O)[CH2:5][CH2:4]1.C(Cl)(=O)C(Cl)=O.[CH3:31][N:32]([CH3:37])[CH2:33][CH2:34][NH:35][CH3:36].